From a dataset of Reaction yield outcomes from USPTO patents with 853,638 reactions. Predict the reaction yield, written as a fraction of the theoretical maximum amount of product (1.0 means a 100% yield; for example, 0.34 means a 34% yield). The reactants are [Cl:1][C:2]1[C:7]([F:8])=[CH:6][CH:5]=[C:4]([Cl:9])[C:3]=1[C@H:10]([O:12][C:13]1[C:18]([NH2:19])=[N:17][CH:16]=[C:15]2[NH:20][CH:21]=[CH:22][C:14]=12)[CH3:11].[C:23]([CH:27]1[CH2:32][CH:31]([CH2:33][CH2:34]OS(C)(=O)=O)[CH2:30][CH2:29][N:28]1[C:40]([NH2:42])=[O:41])([CH3:26])([CH3:25])[CH3:24].C([O-])([O-])=O.[Cs+].[Cs+].C(OCC)(=O)C. The catalyst is CN(C=O)C. The product is [C:23]([CH:27]1[CH2:32][CH:31]([CH2:33][CH2:34][N:20]2[C:15]3=[CH:16][N:17]=[C:18]([NH2:19])[C:13]([O:12][C@@H:10]([C:3]4[C:4]([Cl:9])=[CH:5][CH:6]=[C:7]([F:8])[C:2]=4[Cl:1])[CH3:11])=[C:14]3[CH:22]=[CH:21]2)[CH2:30][CH2:29][N:28]1[C:40]([NH2:42])=[O:41])([CH3:24])([CH3:25])[CH3:26]. The yield is 0.250.